Predict the product of the given reaction. From a dataset of Forward reaction prediction with 1.9M reactions from USPTO patents (1976-2016). (1) Given the reactants [F:1][C:2]1[C:10]2[C:6](=[CH:7][N:8](COC)[N:9]=2)[C:5]([NH:14][C:15]2[C:23]3[C:18](=[CH:19][N:20]=[CH:21][CH:22]=3)[O:17][C:16]=2[C:24]2[N:29]=[CH:28][CH:27]=[CH:26][N:25]=2)=[CH:4][CH:3]=1, predict the reaction product. The product is: [F:1][C:2]1[CH:3]=[CH:4][C:5]([NH:14][C:15]2[C:23]3[C:18](=[CH:19][N:20]=[CH:21][CH:22]=3)[O:17][C:16]=2[C:24]2[N:25]=[CH:26][CH:27]=[CH:28][N:29]=2)=[C:6]2[C:10]=1[NH:9][N:8]=[CH:7]2. (2) Given the reactants [C:1]([O:11]CC)(=[O:10])[CH2:2][C:3]([C:5]([O:7]CC)=O)=O.[Na].[OH-].[Na+].Cl.[CH:18]1([C:21](=[NH:23])[NH2:22])[CH2:20][CH2:19]1.Cl, predict the reaction product. The product is: [CH:18]1([C:21]2[NH:23][C:5](=[O:7])[CH:3]=[C:2]([C:1]([OH:11])=[O:10])[N:22]=2)[CH2:20][CH2:19]1.